This data is from Forward reaction prediction with 1.9M reactions from USPTO patents (1976-2016). The task is: Predict the product of the given reaction. (1) Given the reactants [H-].[Na+].[O:3]=[C:4]1[CH2:9][CH2:8][CH2:7][CH2:6][NH:5]1.[Cl:10][C:11]1[C:12](=[O:23])[C:13]2[C:18]([C:19](=[O:22])[C:20]=1Cl)=[CH:17][CH:16]=[CH:15][CH:14]=2.N, predict the reaction product. The product is: [Cl:10][C:11]1[C:12](=[O:23])[C:13]2[C:18]([C:19](=[O:22])[C:20]=1[N:5]1[CH2:6][CH2:7][CH2:8][CH2:9][C:4]1=[O:3])=[CH:17][CH:16]=[CH:15][CH:14]=2. (2) The product is: [CH2:41]([O:43][C:44]([N:46]1[CH2:47][CH2:48][N:49]([C:10](=[O:12])[C@@H:9]([NH:8][C:6]([O:5][C:1]([CH3:2])([CH3:3])[CH3:4])=[O:7])[CH2:13][CH2:14][S:15]([CH3:18])(=[O:17])=[O:16])[CH2:50][CH2:51]1)=[O:45])[CH3:42]. Given the reactants [C:1]([O:5][C:6]([NH:8][C@@H:9]([CH2:13][CH2:14][S:15]([CH3:18])(=[O:17])=[O:16])[C:10]([OH:12])=O)=[O:7])([CH3:4])([CH3:3])[CH3:2].[B-](F)(F)(F)F.CCOC(C(C#N)=NOC(N(C)C)=[N+](C)C)=O.[CH2:41]([O:43][C:44]([N:46]1[CH2:51][CH2:50][NH:49][CH2:48][CH2:47]1)=[O:45])[CH3:42].C(=O)([O-])O.[Na+], predict the reaction product. (3) Given the reactants P(OCCN1CCC(COC2C=C3C(C(NC4C=C(CC(NC5C=CC=C(F)C=5F)=O)NN=4)=NC=N3)=CC=2)CC1)(OC(C)(C)C)(OC(C)(C)C)=O.CN(C)C=O.[CH2:57]([O:64][C:65]1[CH:74]=[C:73]2[C:68]([C:69](=O)[NH:70][CH:71]=[N:72]2)=[CH:67][CH:66]=1)[C:58]1[CH:63]=[CH:62][CH:61]=[CH:60][CH:59]=1.[NH2:76][C:77]1[NH:81][N:80]=[C:79]([CH2:82][C:83]([OH:85])=[O:84])[CH:78]=1, predict the reaction product. The product is: [CH2:57]([O:64][C:65]1[CH:74]=[C:73]2[C:68]([C:69]([NH:76][C:77]3[CH:78]=[C:79]([CH2:82][C:83]([OH:85])=[O:84])[NH:80][N:81]=3)=[N:70][CH:71]=[N:72]2)=[CH:67][CH:66]=1)[C:58]1[CH:63]=[CH:62][CH:61]=[CH:60][CH:59]=1. (4) Given the reactants [CH:1](Cl)(Cl)Cl.[CH2:5]([O:7][P:8]([C@H:13]([NH:24][C:25]([O:27][CH2:28][C:29]([Cl:32])([Cl:31])[Cl:30])=[O:26])[CH2:14][C:15]([C:17]1[CH:22]=[CH:21][C:20](Cl)=[CH:19][CH:18]=1)=[O:16])(=[O:12])[O:9][CH2:10][CH3:11])[CH3:6], predict the reaction product. The product is: [CH2:5]([O:7][P:8]([C@H:13]([NH:24][C:25]([O:27][CH2:28][C:29]([Cl:32])([Cl:31])[Cl:30])=[O:26])[CH2:14][C:15](=[O:16])[C:17]1[CH:22]=[CH:21][C:20]([CH3:1])=[CH:19][CH:18]=1)(=[O:12])[O:9][CH2:10][CH3:11])[CH3:6]. (5) Given the reactants C1(C[N:8]2[CH2:14][CH:13]3[O:15][CH:10]([CH2:11][CH:12]3[NH:16][C:17](=[O:23])[O:18][C:19]([CH3:22])([CH3:21])[CH3:20])[CH2:9]2)C=CC=CC=1, predict the reaction product. The product is: [CH:10]12[O:15][CH:13]([CH:12]([NH:16][C:17](=[O:23])[O:18][C:19]([CH3:20])([CH3:22])[CH3:21])[CH2:11]1)[CH2:14][NH:8][CH2:9]2. (6) Given the reactants [N+:1]([C:4]1[CH:5]=[C:6]2[C:10](=[CH:11][CH:12]=1)[NH:9][CH:8]=[C:7]2[CH2:13][CH2:14][N:15]1[C:23](=[O:24])[C:22]2[C:17](=[CH:18][CH:19]=[CH:20][CH:21]=2)[C:16]1=[O:25])([O-:3])=[O:2].C1C=C[NH+]=CC=1.Br[Br-]Br.[C:35]1(B(O)O)[CH:40]=[CH:39][CH:38]=[CH:37][CH:36]=1.C(=O)([O-])[O-].[Na+].[Na+].[Cl-].[Li+], predict the reaction product. The product is: [N+:1]([C:4]1[CH:5]=[C:6]2[C:10](=[CH:11][CH:12]=1)[NH:9][C:8]([C:35]1[CH:40]=[CH:39][CH:38]=[CH:37][CH:36]=1)=[C:7]2[CH2:13][CH2:14][N:15]1[C:16](=[O:25])[C:17]2[C:22](=[CH:21][CH:20]=[CH:19][CH:18]=2)[C:23]1=[O:24])([O-:3])=[O:2].